From a dataset of Reaction yield outcomes from USPTO patents with 853,638 reactions. Predict the reaction yield, written as a fraction of the theoretical maximum amount of product (1.0 means a 100% yield; for example, 0.34 means a 34% yield). The reactants are [Cl:1][C:2]1[C:3]([C:19]2[CH:24]=[CH:23][CH:22]=[CH:21][N:20]=2)=[N:4][C:5]([N:8]2[CH2:13][CH2:12][N:11]([S:14]([CH:17]=[CH2:18])(=[O:16])=[O:15])[CH2:10][CH2:9]2)=[CH:6][CH:7]=1.[CH3:25][OH:26]. The catalyst is CCCCCCC.O. The product is [Cl:1][C:2]1[C:3]([C:19]2[CH:24]=[CH:23][CH:22]=[CH:21][N:20]=2)=[N:4][C:5]([N:8]2[CH2:9][CH2:10][N:11]([S:14]([CH2:17][CH2:18][O:26][CH3:25])(=[O:16])=[O:15])[CH2:12][CH2:13]2)=[CH:6][CH:7]=1. The yield is 0.390.